Regression/Classification. Given a drug SMILES string, predict its absorption, distribution, metabolism, or excretion properties. Task type varies by dataset: regression for continuous measurements (e.g., permeability, clearance, half-life) or binary classification for categorical outcomes (e.g., BBB penetration, CYP inhibition). Dataset: cyp2c19_veith. From a dataset of CYP2C19 inhibition data for predicting drug metabolism from PubChem BioAssay. (1) The result is 1 (inhibitor). The compound is O=C(CSCc1cccc(Cl)c1)N/N=C/c1ccc(OCC(=O)N2CCCCC2)cc1. (2) The molecule is O=C(O)c1cccc(SSc2cccc(C(=O)O)c2)c1. The result is 0 (non-inhibitor). (3) The compound is COc1ccccc1-c1c(C)oc2c(CN3CCN(CCO)CC3)c(O)ccc2c1=O. The result is 0 (non-inhibitor). (4) The molecule is O=Nc1c(O)n(Cc2cccc(Cl)c2)c2ccccc12. The result is 1 (inhibitor).